Dataset: Retrosynthesis with 50K atom-mapped reactions and 10 reaction types from USPTO. Task: Predict the reactants needed to synthesize the given product. (1) Given the product CC(C)c1nc(CN2C(=O)C3(COc4cc5c(cc43)OCCO5)c3ccccc32)cs1, predict the reactants needed to synthesize it. The reactants are: CC(C)c1nc(CCl)cs1.O=C1Nc2ccccc2C12COc1cc3c(cc12)OCCO3. (2) The reactants are: COC(=O)CCc1ccc(O)cc1.Cc1cccc(C)c1Cc1cccc(CO)c1. Given the product COC(=O)CCc1ccc(OCc2cccc(Cc3c(C)cccc3C)c2)cc1, predict the reactants needed to synthesize it. (3) Given the product Cc1ccc(-c2ccncc2)cc1C=O, predict the reactants needed to synthesize it. The reactants are: Cc1ccc(Br)cc1C=O.OB(O)c1ccncc1. (4) The reactants are: C=CCC[Mg+].O=C(Cl)c1cccc(Cl)c1. Given the product C=CCCC(=O)c1cccc(Cl)c1, predict the reactants needed to synthesize it. (5) Given the product O=C(O)c1nn(C(=O)c2c(Cl)cccc2C(F)(F)F)c2cccc(F)c12, predict the reactants needed to synthesize it. The reactants are: CCOC(=O)c1nn(C(=O)c2c(Cl)cccc2C(F)(F)F)c2cccc(F)c12. (6) Given the product Nc1cccc2ncn(CC(=O)Nc3cccc(C(F)(F)F)c3)c12, predict the reactants needed to synthesize it. The reactants are: O=C(Cn1cnc2cccc([N+](=O)[O-])c21)Nc1cccc(C(F)(F)F)c1. (7) The reactants are: CC1(C)Cc2cccc(Nc3ccc4cc(Br)ccc4n3)c2O1.Cc1cccc(N)n1. Given the product Cc1cccc(Nc2ccc3nc(Nc4cccc5c4OC(C)(C)C5)ccc3c2)n1, predict the reactants needed to synthesize it. (8) Given the product Nc1nc(CN2CCC(OC(c3ccccc3)c3ccccc3)CC2)cs1, predict the reactants needed to synthesize it. The reactants are: Nc1nc(CCl)cs1.c1ccc(C(OC2CCNCC2)c2ccccc2)cc1. (9) The reactants are: C1CNCCN1.CCOc1nc(Cl)nc2c1[nH]c1c(Br)cccc12. Given the product CCOc1nc(N2CCNCC2)nc2c1[nH]c1c(Br)cccc12, predict the reactants needed to synthesize it.